This data is from Catalyst prediction with 721,799 reactions and 888 catalyst types from USPTO. The task is: Predict which catalyst facilitates the given reaction. (1) Reactant: [CH:1]1([C:4]2[CH:5]=[CH:6][C:7]([C:15]([OH:17])=O)=[N:8][C:9]=2[O:10][CH2:11][CH:12]2[CH2:14][CH2:13]2)[CH2:3][CH2:2]1.[CH3:18][C:19]1[O:23][N:22]=[C:21]([CH:24]([CH2:26][CH:27]([CH3:29])[CH3:28])[NH2:25])[N:20]=1.CO. Product: [CH3:28][CH:27]([CH3:29])[CH2:26][CH:24]([NH:25][C:15]([C:7]1[CH:6]=[CH:5][C:4]([CH:1]2[CH2:2][CH2:3]2)=[C:9]([O:10][CH2:11][CH:12]2[CH2:13][CH2:14]2)[N:8]=1)=[O:17])[C:21]1[N:20]=[C:19]([CH3:18])[O:23][N:22]=1. The catalyst class is: 194. (2) Reactant: [CH3:1][O:2][C:3]1[CH:4]=[C:5]2[C:10](=[CH:11][C:12]=1[O:13][CH3:14])[N:9]=[CH:8][N:7]=[C:6]2[O:15][C:16]1[CH:22]=[CH:21][C:19]([NH2:20])=[CH:18][CH:17]=1.[CH2:23]([N:25]([CH2:28][CH3:29])[CH2:26][CH3:27])[CH3:24].[C:30](Cl)(Cl)=[S:31].[CH2:34]([N:36](CC)CC(N)C)C. Product: [CH3:1][O:2][C:3]1[CH:4]=[C:5]2[C:10](=[CH:11][C:12]=1[O:13][CH3:14])[N:9]=[CH:8][N:7]=[C:6]2[O:15][C:16]1[CH:22]=[CH:21][C:19]([NH:20][C:30]([NH:36][CH2:34][CH2:24][CH2:23][N:25]([CH2:28][CH3:29])[CH2:26][CH3:27])=[S:31])=[CH:18][CH:17]=1. The catalyst class is: 42. (3) Reactant: [OH:1][C@H:2]([C:37]1[CH:42]=[CH:41][CH:40]=[CH:39][CH:38]=1)[C@H:3]1[CH2:7][CH2:6][C@@H:5]([CH2:8][C:9]2[CH:14]=[CH:13][C:12]([C:15]([N:17]3[CH2:22][CH2:21][N:20]([CH2:23][C:24]4[CH:29]=[CH:28][CH:27]=[CH:26][N:25]=4)[CH2:19][CH2:18]3)=[O:16])=[CH:11][CH:10]=2)[N:4]1C(OC(C)(C)C)=O.FC(F)(F)C(O)=O. Product: [C:37]1([C@H:2]([C@H:3]2[CH2:7][CH2:6][C@@H:5]([CH2:8][C:9]3[CH:14]=[CH:13][C:12]([C:15]([N:17]4[CH2:18][CH2:19][N:20]([CH2:23][C:24]5[CH:29]=[CH:28][CH:27]=[CH:26][N:25]=5)[CH2:21][CH2:22]4)=[O:16])=[CH:11][CH:10]=3)[NH:4]2)[OH:1])[CH:42]=[CH:41][CH:40]=[CH:39][CH:38]=1. The catalyst class is: 4. (4) The catalyst class is: 16. Product: [F:1][C:2]1[CH:7]=[CH:6][C:5]([N:8]2[C:12]3=[N:13][CH:14]=[CH:15][C:16]([B:21]([OH:22])[OH:20])=[C:11]3[CH:10]=[N:9]2)=[CH:4][CH:3]=1. Reactant: [F:1][C:2]1[CH:7]=[CH:6][C:5]([N:8]2[C:12]3=[N:13][CH:14]=[CH:15][C:16](I)=[C:11]3[CH:10]=[N:9]2)=[CH:4][CH:3]=1.CC1(C)C(C)(C)[O:22][B:21](B2OC(C)(C)C(C)(C)O2)[O:20]1.C([O-])(=O)C.[K+].C(Cl)Cl. (5) Reactant: [OH-].[K+].COCCC[O:8][C:9](=[O:25])[C:10]1[CH:15]=[CH:14][C:13]([CH:16]([F:18])[F:17])=[C:12]([O:19][CH2:20][CH2:21][CH2:22][O:23][CH3:24])[CH:11]=1. Product: [F:17][CH:16]([F:18])[C:13]1[CH:14]=[CH:15][C:10]([C:9]([OH:25])=[O:8])=[CH:11][C:12]=1[O:19][CH2:20][CH2:21][CH2:22][O:23][CH3:24]. The catalyst class is: 5. (6) Reactant: [C:1]1([C:7]2[N:8]=[C:9]([NH:12][C:13]([NH:15]C(=O)C3C=CC=CC=3)=[S:14])[S:10][CH:11]=2)[CH:6]=[CH:5][CH:4]=[CH:3][CH:2]=1.O. Product: [C:1]1([C:7]2[N:8]=[C:9]([NH:12][C:13]([NH2:15])=[S:14])[S:10][CH:11]=2)[CH:2]=[CH:3][CH:4]=[CH:5][CH:6]=1. The catalyst class is: 273. (7) Reactant: [N:1]1[CH:6]=[CH:5][CH:4]=[CH:3][C:2]=1[CH2:7][C:8]([C:10]1[CH:11]=[CH:12][C:13]2[O:18][CH2:17][C:16](=[O:19])[NH:15][C:14]=2[CH:20]=1)=[O:9].[Br:21]Br. Product: [BrH:21].[Br:21][CH:7]([C:2]1[CH:3]=[CH:4][CH:5]=[CH:6][N:1]=1)[C:8]([C:10]1[CH:11]=[CH:12][C:13]2[O:18][CH2:17][C:16](=[O:19])[NH:15][C:14]=2[CH:20]=1)=[O:9]. The catalyst class is: 15.